This data is from Forward reaction prediction with 1.9M reactions from USPTO patents (1976-2016). The task is: Predict the product of the given reaction. (1) Given the reactants Br[Si](C)(C)C.[C:6]([C:9]1[C:17]2[C:12](=[CH:13][C:14]([P:18](=[O:25])([O:22]CC)[O:19]CC)=[CH:15][CH:16]=2)[N:11]([CH2:26][C:27]([N:29]2[CH2:33][C@H:32]([F:34])[CH2:31][C@H:30]2[C:35](=[O:46])[NH:36][CH2:37][C:38]2[CH:43]=[CH:42][CH:41]=[C:40]([Cl:44])[C:39]=2[F:45])=[O:28])[CH:10]=1)(=[O:8])[CH3:7], predict the reaction product. The product is: [C:6]([C:9]1[C:17]2[C:12](=[CH:13][C:14]([P:18](=[O:19])([OH:22])[OH:25])=[CH:15][CH:16]=2)[N:11]([CH2:26][C:27]([N:29]2[CH2:33][C@H:32]([F:34])[CH2:31][C@H:30]2[C:35](=[O:46])[NH:36][CH2:37][C:38]2[CH:43]=[CH:42][CH:41]=[C:40]([Cl:44])[C:39]=2[F:45])=[O:28])[CH:10]=1)(=[O:8])[CH3:7]. (2) Given the reactants [Cl:1][C:2]1[CH:10]=[CH:9][C:5]([C:6](Cl)=[O:7])=[CH:4][CH:3]=1.[NH2:11][C:12]1[CH:13]=[CH:14][C:15]([O:18]C)=[N:16][CH:17]=1, predict the reaction product. The product is: [Cl:1][C:2]1[CH:10]=[CH:9][C:5]([C:6]([NH:11][C:12]2[CH:17]=[N:16][C:15]([OH:18])=[CH:14][CH:13]=2)=[O:7])=[CH:4][CH:3]=1. (3) Given the reactants [CH:1]1([N:7]2[CH:11]([CH3:12])[CH2:10][CH2:9][C:8]2=[O:13])[CH2:6][CH2:5][CH2:4][CH2:3][CH2:2]1.[Li+].CC([N-]C(C)C)C.Cl[C:23]1[CH:30]=[CH:29][CH:28]=[CH:27][C:24]=1[CH:25]=O.[Cl-].[NH4+].C(N(CC)CC)C.CS(Cl)(=O)=O.C1CCN2C(=NCCC2)CC1, predict the reaction product. The product is: [CH2:25]([CH:9]1[CH2:10][CH:11]([CH3:12])[N:7]([CH:1]2[CH2:6][CH2:5][CH2:4][CH2:3][CH2:2]2)[C:8]1=[O:13])[C:24]1[CH:27]=[CH:28][CH:29]=[CH:30][CH:23]=1. (4) Given the reactants [F:1][C:2]([F:26])([C:7]([F:25])([F:24])[C:8]([F:23])([F:22])[C:9]([F:21])([F:20])[C:10]([F:19])([F:18])[C:11]([F:17])([F:16])[C:12]([F:15])([F:14])[F:13])[C:3](OC)=[O:4].[NH3:27].[NH4+], predict the reaction product. The product is: [F:1][C:2]([F:26])([C:7]([F:25])([F:24])[C:8]([F:23])([F:22])[C:9]([F:21])([F:20])[C:10]([F:19])([F:18])[C:11]([F:17])([F:16])[C:12]([F:15])([F:14])[F:13])[C:3]([NH2:27])=[O:4]. (5) Given the reactants [NH2:1][C:2]1[N:3]([C:14]([O:16][C:17]([CH3:20])([CH3:19])[CH3:18])=[O:15])[CH:4]=[C:5]([CH2:7][CH2:8][CH2:9][CH2:10][CH2:11][C:12]#[CH:13])[N:6]=1.[N:21]([CH2:24][CH2:25][NH:26][C:27](=[O:37])/[C:28](/[CH3:36])=[CH:29]/[C:30]1[CH:35]=[CH:34][CH:33]=[CH:32][CH:31]=1)=[N+:22]=[N-:23], predict the reaction product. The product is: [NH2:1][C:2]1[N:3]([C:14]([O:16][C:17]([CH3:20])([CH3:19])[CH3:18])=[O:15])[CH:4]=[C:5]([CH2:7][CH2:8][CH2:9][CH2:10][CH2:11][C:12]2[N:23]=[N:22][N:21]([CH2:24][CH2:25][NH:26][C:27](=[O:37])/[C:28](/[CH3:36])=[CH:29]/[C:30]3[CH:35]=[CH:34][CH:33]=[CH:32][CH:31]=3)[CH:13]=2)[N:6]=1. (6) Given the reactants [Cl:1][C:2]1[CH:7]=[CH:6][C:5]([O:8][C:9]2[CH:14]=[CH:13][C:12]([CH2:15][CH2:16][O:17][C:18]3[CH:23]=[CH:22][NH:21][C:20](=[O:24])[N:19]=3)=[CH:11][CH:10]=2)=[CH:4][C:3]=1[C:25]([F:28])([F:27])[F:26].Br[CH2:30][C:31]1[CH:32]=[N:33][CH:34]=[N:35][CH:36]=1, predict the reaction product. The product is: [Cl:1][C:2]1[CH:7]=[CH:6][C:5]([O:8][C:9]2[CH:10]=[CH:11][C:12]([CH2:15][CH2:16][O:17][C:18]3[CH:23]=[CH:22][N:21]([CH2:30][C:31]4[CH:32]=[N:33][CH:34]=[N:35][CH:36]=4)[C:20](=[O:24])[N:19]=3)=[CH:13][CH:14]=2)=[CH:4][C:3]=1[C:25]([F:26])([F:28])[F:27]. (7) The product is: [Br:1][C:2]1[CH:7]=[CH:6][C:5]([CH2:8][Br:10])=[C:4]([Cl:9])[CH:3]=1. Given the reactants [Br:1][C:2]1[CH:7]=[CH:6][C:5]([CH3:8])=[C:4]([Cl:9])[CH:3]=1.[Br:10]NC(=O)CCC(N)=O, predict the reaction product. (8) Given the reactants [Cl:1][C:2]1[N:7]=[C:6](Cl)[C:5]2[CH2:9][CH2:10][CH2:11][C:4]=2[N:3]=1.[C:12]1([OH:18])[CH:17]=[CH:16][CH:15]=[CH:14][CH:13]=1.C(=O)([O-])[O-].[Cs+].[Cs+], predict the reaction product. The product is: [Cl:1][C:2]1[N:7]=[C:6]([O:18][C:12]2[CH:17]=[CH:16][CH:15]=[CH:14][CH:13]=2)[C:5]2[CH2:9][CH2:10][CH2:11][C:4]=2[N:3]=1. (9) Given the reactants [O:1]1[CH2:6][CH2:5][CH:4]([CH2:7][OH:8])[CH2:3][CH2:2]1.CC([O-])(C)C.[K+].C(OC([N:22]1[CH2:27][CH2:26][CH:25]([C:28]2[C:37]3[C:32](=[CH:33][C:34](F)=[CH:35][CH:36]=3)[N:31]=[CH:30][N:29]=2)[CH2:24][CH2:23]1)=O)(C)(C)C, predict the reaction product. The product is: [NH:22]1[CH2:23][CH2:24][CH:25]([C:28]2[C:37]3[C:32](=[CH:33][C:34]([O:8][CH2:7][CH:4]4[CH2:5][CH2:6][O:1][CH2:2][CH2:3]4)=[CH:35][CH:36]=3)[N:31]=[CH:30][N:29]=2)[CH2:26][CH2:27]1.